This data is from Peptide-MHC class II binding affinity with 134,281 pairs from IEDB. The task is: Regression. Given a peptide amino acid sequence and an MHC pseudo amino acid sequence, predict their binding affinity value. This is MHC class II binding data. (1) The peptide sequence is FREFSRAKGLNQEILE. The MHC is DRB5_0101 with pseudo-sequence DRB5_0101. The binding affinity (normalized) is 0.453. (2) The peptide sequence is CGMFTNRSGSQQ. The MHC is DRB1_0802 with pseudo-sequence DRB1_0802. The binding affinity (normalized) is 0.364. (3) The peptide sequence is NCVLKKSTNGLRIKS. The MHC is HLA-DPA10201-DPB11401 with pseudo-sequence HLA-DPA10201-DPB11401. The binding affinity (normalized) is 0.839.